Dataset: Forward reaction prediction with 1.9M reactions from USPTO patents (1976-2016). Task: Predict the product of the given reaction. (1) The product is: [O:19]1[C:20]2[CH:26]=[CH:25][CH:24]=[CH:23][C:21]=2[CH:22]=[C:18]1[S:15]([NH:14][C:8]1[CH:9]=[C:10]([Cl:13])[CH:11]=[CH:12][C:7]=1[S:6][CH2:5][C:4]1[CH:3]=[C:2]([NH:1][C:30](=[O:32])[CH3:31])[CH:29]=[CH:28][CH:27]=1)(=[O:17])=[O:16]. Given the reactants [NH2:1][C:2]1[CH:3]=[C:4]([CH:27]=[CH:28][CH:29]=1)[CH2:5][S:6][C:7]1[CH:12]=[CH:11][C:10]([Cl:13])=[CH:9][C:8]=1[NH:14][S:15]([C:18]1[O:19][C:20]2[CH:26]=[CH:25][CH:24]=[CH:23][C:21]=2[CH:22]=1)(=[O:17])=[O:16].[C:30](Cl)(=[O:32])[CH3:31].N1C=CC=CC=1, predict the reaction product. (2) The product is: [Br:11][C:12]1[CH:17]=[CH:16][C:15]([NH:18][C:19]2[O:10][C:3]3[CH:4]=[CH:5][C:6]([CH2:8][CH3:9])=[CH:7][C:2]=3[N:1]=2)=[CH:14][CH:13]=1. Given the reactants [NH2:1][C:2]1[CH:7]=[C:6]([CH2:8][CH3:9])[CH:5]=[CH:4][C:3]=1[OH:10].[Br:11][C:12]1[CH:17]=[CH:16][C:15]([N:18]=[C:19]=S)=[CH:14][CH:13]=1.C(N(CC)CC)C, predict the reaction product.